From a dataset of Forward reaction prediction with 1.9M reactions from USPTO patents (1976-2016). Predict the product of the given reaction. (1) Given the reactants [CH2:1]([O:5][C:6]1[CH:11]=[CH:10][C:9]([CH2:12]C(O)=O)=[CH:8][CH:7]=1)[CH:2]([CH3:4])[CH3:3].OC1C=CC(CC([O:26][CH3:27])=O)=CC=1.C(Br)C(C)C.C[N:34](C1C2C(N(C)C)=CC=CC=2C=CC=1)C.C1(P(N=[N+]=[N-])(C2C=CC=CC=2)=O)C=CC=CC=1, predict the reaction product. The product is: [CH2:1]([O:5][C:6]1[CH:7]=[CH:8][C:9]([CH2:12][N:34]=[C:27]=[O:26])=[CH:10][CH:11]=1)[CH:2]([CH3:3])[CH3:4]. (2) The product is: [Cl:24][C:18]1[C:17]([CH3:25])=[C:16]([N:12]2[CH2:11][C:10]3([CH2:27][CH2:28][CH2:29][CH:9]3[OH:8])[O:14][C:13]2=[O:15])[CH:23]=[CH:22][C:19]=1[C:20]#[N:21]. Given the reactants [Si]([O:8][CH:9]1[CH2:29][CH2:28][CH2:27][C:10]21[O:14][C:13](=[O:15])[N:12]([C:16]1[CH:23]=[CH:22][C:19]([C:20]#[N:21])=[C:18]([Cl:24])[C:17]=1[CH3:25])[CH:11]2O)(C(C)(C)C)(C)C.C([SiH](CC)CC)C, predict the reaction product. (3) Given the reactants Cl[C:2]1[N:7]=[C:6]([NH:8][C:9]2[CH:13]=[C:12]([CH3:14])[NH:11][N:10]=2)[C:5]([Cl:15])=[CH:4][N:3]=1.[NH2:16][C:17]1[C:22]([F:23])=[CH:21][C:20]([CH:24]2[CH2:29][CH2:28][N:27](C(OC(C)(C)C)=O)[CH:26]([CH3:37])[CH2:25]2)=[C:19]([CH3:38])[CH:18]=1.Cl, predict the reaction product. The product is: [Cl:15][C:5]1[C:6]([NH:8][C:9]2[CH:13]=[C:12]([CH3:14])[NH:11][N:10]=2)=[N:7][C:2]([NH:16][C:17]2[CH:18]=[C:19]([CH3:38])[C:20]([CH:24]3[CH2:29][CH2:28][NH:27][CH:26]([CH3:37])[CH2:25]3)=[CH:21][C:22]=2[F:23])=[N:3][CH:4]=1. (4) Given the reactants P(Cl)(Cl)(Cl)(Cl)[Cl:2].[CH3:7][C:8]([CH3:16])([C:11](=O)[CH2:12][C:13]#[N:14])[C:9]#[N:10].C(=O)(O)[O-].[Na+], predict the reaction product. The product is: [Cl:2][C:11]([C:8]([CH3:16])([CH3:7])[C:9]#[N:10])=[CH:12][C:13]#[N:14]. (5) Given the reactants [CH2:1]([N:8]([C:22]1[C:27]([Cl:28])=[CH:26][C:25](Br)=[CH:24][N:23]=1)[S:9]([C:12]1[CH:21]=[CH:20][C:15]([C:16]([O:18]C)=[O:17])=[CH:14][CH:13]=1)(=[O:11])=[O:10])[C:2]1[CH:7]=[CH:6][CH:5]=[CH:4][CH:3]=1.[CH3:30][O:31][C:32]1[CH:33]=[C:34](B(O)O)[CH:35]=[CH:36][CH:37]=1, predict the reaction product. The product is: [CH2:1]([N:8]([C:22]1[C:27]([Cl:28])=[CH:26][C:25]([C:36]2[CH:35]=[CH:34][CH:33]=[C:32]([O:31][CH3:30])[CH:37]=2)=[CH:24][N:23]=1)[S:9]([C:12]1[CH:13]=[CH:14][C:15]([C:16]([OH:18])=[O:17])=[CH:20][CH:21]=1)(=[O:11])=[O:10])[C:2]1[CH:3]=[CH:4][CH:5]=[CH:6][CH:7]=1. (6) Given the reactants O=[C:2]1[CH2:7][CH2:6][N:5]([C:8]([O:10][C:11]([CH3:14])([CH3:13])[CH3:12])=[O:9])[CH2:4][CH2:3]1.[Cl:15][C:16]1[CH:29]=[CH:28][C:19]([O:20][C:21]2[CH:27]=[CH:26][C:24]([NH2:25])=[CH:23][CH:22]=2)=[CH:18][CH:17]=1.C(O)(=O)C.C(O[BH-](OC(=O)C)OC(=O)C)(=O)C.[Na+].C(=O)(O)[O-].[Na+], predict the reaction product. The product is: [Cl:15][C:16]1[CH:29]=[CH:28][C:19]([O:20][C:21]2[CH:27]=[CH:26][C:24]([NH:25][CH:2]3[CH2:7][CH2:6][N:5]([C:8]([O:10][C:11]([CH3:14])([CH3:13])[CH3:12])=[O:9])[CH2:4][CH2:3]3)=[CH:23][CH:22]=2)=[CH:18][CH:17]=1. (7) Given the reactants [S:1]1[CH:5]=[CH:4][N:3]=[CH:2]1.C([Li])CCC.[O:11]1[CH2:16][CH2:15][C:14](=[O:17])[CH2:13][CH2:12]1.Br[C:19]1[CH:24]=[CH:23][C:22]([N+:25]([O-:27])=[O:26])=[CH:21][N:20]=1, predict the reaction product. The product is: [N+:25]([C:22]1[CH:23]=[CH:24][C:19]([C:5]2[S:1][C:2]([C:14]3([OH:17])[CH2:15][CH2:16][O:11][CH2:12][CH2:13]3)=[N:3][CH:4]=2)=[N:20][CH:21]=1)([O-:27])=[O:26].